This data is from NCI-60 drug combinations with 297,098 pairs across 59 cell lines. The task is: Regression. Given two drug SMILES strings and cell line genomic features, predict the synergy score measuring deviation from expected non-interaction effect. (1) Drug 1: C1CCN(CC1)CCOC2=CC=C(C=C2)C(=O)C3=C(SC4=C3C=CC(=C4)O)C5=CC=C(C=C5)O. Drug 2: C1CN(CCN1C(=O)CCBr)C(=O)CCBr. Cell line: OVCAR-8. Synergy scores: CSS=11.2, Synergy_ZIP=-4.45, Synergy_Bliss=0.729, Synergy_Loewe=-3.29, Synergy_HSA=-1.05. (2) Drug 1: C(CC(=O)O)C(=O)CN.Cl. Drug 2: C(CCl)NC(=O)N(CCCl)N=O. Cell line: HL-60(TB). Synergy scores: CSS=9.92, Synergy_ZIP=1.51, Synergy_Bliss=-1.28, Synergy_Loewe=2.88, Synergy_HSA=1.93. (3) Drug 1: C(=O)(N)NO. Drug 2: CCC1(C2=C(COC1=O)C(=O)N3CC4=CC5=C(C=CC(=C5CN(C)C)O)N=C4C3=C2)O.Cl. Cell line: OVCAR3. Synergy scores: CSS=31.6, Synergy_ZIP=-3.17, Synergy_Bliss=-3.32, Synergy_Loewe=-29.6, Synergy_HSA=-3.15. (4) Drug 1: C1=C(C(=O)NC(=O)N1)F. Drug 2: CCC1(CC2CC(C3=C(CCN(C2)C1)C4=CC=CC=C4N3)(C5=C(C=C6C(=C5)C78CCN9C7C(C=CC9)(C(C(C8N6C)(C(=O)OC)O)OC(=O)C)CC)OC)C(=O)OC)O.OS(=O)(=O)O. Cell line: SK-MEL-2. Synergy scores: CSS=32.3, Synergy_ZIP=-9.72, Synergy_Bliss=-17.3, Synergy_Loewe=-16.5, Synergy_HSA=-13.6. (5) Drug 1: C1CN1C2=NC(=NC(=N2)N3CC3)N4CC4. Drug 2: C1=CC(=CC=C1CCCC(=O)O)N(CCCl)CCCl. Cell line: UO-31. Synergy scores: CSS=20.9, Synergy_ZIP=-8.15, Synergy_Bliss=-2.50, Synergy_Loewe=-10.3, Synergy_HSA=-1.22. (6) Drug 2: C1=NC(=NC(=O)N1C2C(C(C(O2)CO)O)O)N. Drug 1: CC1=C2C(C(=O)C3(C(CC4C(C3C(C(C2(C)C)(CC1OC(=O)C(C(C5=CC=CC=C5)NC(=O)OC(C)(C)C)O)O)OC(=O)C6=CC=CC=C6)(CO4)OC(=O)C)OC)C)OC. Synergy scores: CSS=39.9, Synergy_ZIP=1.15, Synergy_Bliss=0.218, Synergy_Loewe=-13.0, Synergy_HSA=2.40. Cell line: SK-MEL-2. (7) Drug 1: CCC1=CC2CC(C3=C(CN(C2)C1)C4=CC=CC=C4N3)(C5=C(C=C6C(=C5)C78CCN9C7C(C=CC9)(C(C(C8N6C)(C(=O)OC)O)OC(=O)C)CC)OC)C(=O)OC.C(C(C(=O)O)O)(C(=O)O)O. Drug 2: C1=NC(=NC(=O)N1C2C(C(C(O2)CO)O)O)N. Cell line: KM12. Synergy scores: CSS=27.5, Synergy_ZIP=-13.8, Synergy_Bliss=-19.7, Synergy_Loewe=-30.8, Synergy_HSA=-20.9. (8) Drug 1: C1CCN(CC1)CCOC2=CC=C(C=C2)C(=O)C3=C(SC4=C3C=CC(=C4)O)C5=CC=C(C=C5)O. Drug 2: C1=CC(=CC=C1CCC2=CNC3=C2C(=O)NC(=N3)N)C(=O)NC(CCC(=O)O)C(=O)O. Cell line: COLO 205. Synergy scores: CSS=13.7, Synergy_ZIP=0.630, Synergy_Bliss=-4.58, Synergy_Loewe=-21.4, Synergy_HSA=-7.27.